This data is from Forward reaction prediction with 1.9M reactions from USPTO patents (1976-2016). The task is: Predict the product of the given reaction. (1) Given the reactants C(=[N:14][C:15]1[CH:16]=[C:17]([C:21]([C:23]2[C:31]3[CH:30]=[N:29][C:28]([NH:32][CH2:33][C:34]4[CH:39]=[CH:38][C:37]([O:40][CH3:41])=[CH:36][CH:35]=4)=[N:27][C:26]=3[N:25]([C:42]34[CH2:46][CH:44]([CH2:45]3)[CH2:43]4)[CH:24]=2)=[O:22])[CH:18]=[N:19][CH:20]=1)(C1C=CC=CC=1)C1C=CC=CC=1, predict the reaction product. The product is: [NH2:14][C:15]1[CH:16]=[C:17]([C:21]([C:23]2[C:31]3[CH:30]=[N:29][C:28]([NH:32][CH2:33][C:34]4[CH:39]=[CH:38][C:37]([O:40][CH3:41])=[CH:36][CH:35]=4)=[N:27][C:26]=3[N:25]([C:42]34[CH2:45][CH:44]([CH2:43]3)[CH2:46]4)[CH:24]=2)=[O:22])[CH:18]=[N:19][CH:20]=1. (2) Given the reactants [Br:1][C:2]1[C:3]2[N:4]([C:8]([NH:11][CH3:12])=[N:9][N:10]=2)[CH:5]=[CH:6][CH:7]=1.BrC1C(NN)=NC=CC=1.[F:22][C:23]([F:29])([F:28])CN=C=S, predict the reaction product. The product is: [Br:1][C:2]1[C:3]2[N:4]([C:8]([NH:11][CH2:12][C:23]([F:29])([F:28])[F:22])=[N:9][N:10]=2)[CH:5]=[CH:6][CH:7]=1. (3) Given the reactants [Br:1][C:2]1[CH:3]=[C:4]2[C:9](=[CH:10][CH:11]=1)[N:8]=[CH:7][C:6]([C:12]([OH:14])=O)=[CH:5]2.CN1CCOCC1.ClC1N=C(OC)N=C(OC)N=1.Cl.[CH3:34][NH:35][O:36][CH3:37], predict the reaction product. The product is: [Br:1][C:2]1[CH:3]=[C:4]2[C:9](=[CH:10][CH:11]=1)[N:8]=[CH:7][C:6]([C:12]([N:35]([O:36][CH3:37])[CH3:34])=[O:14])=[CH:5]2.